Dataset: Catalyst prediction with 721,799 reactions and 888 catalyst types from USPTO. Task: Predict which catalyst facilitates the given reaction. Reactant: [CH:1]1([CH:7]([NH:21][C:22]2[CH:30]=[CH:29][C:25]([C:26](O)=[O:27])=[CH:24][CH:23]=2)[C:8]2[O:9][C:10]3[CH:17]=[CH:16][C:15]([N+:18]([O-:20])=[O:19])=[CH:14][C:11]=3[C:12]=2[CH3:13])[CH2:6][CH2:5][CH2:4][CH2:3][CH2:2]1.[CH3:31][NH:32][CH2:33][CH2:34][C:35]([O:37][CH2:38][CH3:39])=[O:36].O.ON1C2C=CC=CC=2N=N1.Cl.C(N=C=NCCCN(C)C)C.Cl. Product: [CH:1]1([CH:7]([NH:21][C:22]2[CH:23]=[CH:24][C:25]([C:26]([N:32]([CH3:31])[CH2:33][CH2:34][C:35]([O:37][CH2:38][CH3:39])=[O:36])=[O:27])=[CH:29][CH:30]=2)[C:8]2[O:9][C:10]3[CH:17]=[CH:16][C:15]([N+:18]([O-:20])=[O:19])=[CH:14][C:11]=3[C:12]=2[CH3:13])[CH2:2][CH2:3][CH2:4][CH2:5][CH2:6]1. The catalyst class is: 289.